This data is from Forward reaction prediction with 1.9M reactions from USPTO patents (1976-2016). The task is: Predict the product of the given reaction. (1) Given the reactants [CH3:1][O:2][C:3](=[O:17])[C:4]1[CH:9]=[CH:8][CH:7]=[C:6]([N+:10]([O-])=O)[C:5]=1[C:13]([O:15][CH3:16])=[O:14].[H][H], predict the reaction product. The product is: [CH3:1][O:2][C:3](=[O:17])[C:4]1[CH:9]=[CH:8][CH:7]=[C:6]([NH2:10])[C:5]=1[C:13]([O:15][CH3:16])=[O:14]. (2) Given the reactants C([N:5]1[CH:9]([CH2:10][N:11]([CH3:13])[CH3:12])[C:8]2[CH:14]=[C:15]([C:18]3[C:26]4[C:21](=[CH:22][C:23]([F:27])=[CH:24][CH:25]=4)[NH:20][CH:19]=3)[CH:16]=[CH:17][C:7]=2[S:6]1(=[O:29])=[O:28])(C)(C)C.C(O)(C(F)(F)F)=O, predict the reaction product. The product is: [CH3:13][N:11]([CH2:10][CH:9]1[C:8]2[CH:14]=[C:15]([C:18]3[C:26]4[C:21](=[CH:22][C:23]([F:27])=[CH:24][CH:25]=4)[NH:20][CH:19]=3)[CH:16]=[CH:17][C:7]=2[S:6](=[O:28])(=[O:29])[NH:5]1)[CH3:12]. (3) Given the reactants S(Cl)(Cl)=O.[CH2:5]([O:7][C:8]1[CH:13]=[CH:12][N:11]([C:14]2[CH:19]=[CH:18][C:17]([F:20])=[CH:16][CH:15]=2)[C:10](=[O:21])[C:9]=1[C:22](Cl)=[O:23])[CH3:6].[NH2:25][C:26]1[C:59]([F:60])=[CH:58][C:29]([O:30][C:31]2[CH:36]=[CH:35][N:34]=[C:33]([N:37]([C:45]([O:47][C:48]([CH3:51])([CH3:50])[CH3:49])=[O:46])[C:38]([O:40][C:41]([CH3:44])([CH3:43])[CH3:42])=[O:39])[C:32]=2[C:52]2[CH:53]=[N:54][N:55]([CH3:57])[CH:56]=2)=[C:28]([F:61])[CH:27]=1.CCN(CC)CC, predict the reaction product. The product is: [CH3:50][C:48]([CH3:51])([O:47][C:45]([N:37]([C:38]([O:40][C:41]([CH3:44])([CH3:43])[CH3:42])=[O:39])[C:33]1[C:32]([C:52]2[CH:53]=[N:54][N:55]([CH3:57])[CH:56]=2)=[C:31]([O:30][C:29]2[C:28]([F:61])=[CH:27][C:26]([NH:25][C:22]([C:9]3[C:10](=[O:21])[N:11]([C:14]4[CH:19]=[CH:18][C:17]([F:20])=[CH:16][CH:15]=4)[CH:12]=[CH:13][C:8]=3[O:7][CH2:5][CH3:6])=[O:23])=[C:59]([F:60])[CH:58]=2)[CH:36]=[CH:35][N:34]=1)=[O:46])[CH3:49].